This data is from Forward reaction prediction with 1.9M reactions from USPTO patents (1976-2016). The task is: Predict the product of the given reaction. (1) Given the reactants [CH3:1][C:2]([C:5]1[N:10]=[C:9]([C:11](=[N:13][OH:14])[NH2:12])[CH:8]=[C:7]([C:15]([F:18])([F:17])[F:16])[N:6]=1)([CH3:4])[CH3:3].[C:19](N1C=CN=C1)(N1C=CN=C1)=[O:20].N12CCCN=C1CCCCC2.Cl, predict the reaction product. The product is: [CH3:4][C:2]([C:5]1[N:10]=[C:9]([C:11]2[NH:13][O:14][C:19](=[O:20])[N:12]=2)[CH:8]=[C:7]([C:15]([F:18])([F:16])[F:17])[N:6]=1)([CH3:1])[CH3:3]. (2) Given the reactants [CH3:1][N:2]([CH3:22])[C:3](=[O:21])[CH:4]([NH:13][C:14](=[O:20])[O:15][C:16]([CH3:19])([CH3:18])[CH3:17])[CH2:5][C:6]1[CH:11]=[CH:10][CH:9]=[C:8]([OH:12])[CH:7]=1.[C:23]([C:25]1[CH:26]=[C:27](B(O)O)[CH:28]=[CH:29][CH:30]=1)#[N:24].C(N(CC)CC)C, predict the reaction product. The product is: [C:23]([C:25]1[CH:30]=[C:29]([CH:28]=[CH:27][CH:26]=1)[O:12][C:8]1[CH:7]=[C:6]([CH2:5][CH:4]([NH:13][C:14](=[O:20])[O:15][C:16]([CH3:17])([CH3:18])[CH3:19])[C:3]([N:2]([CH3:1])[CH3:22])=[O:21])[CH:11]=[CH:10][CH:9]=1)#[N:24]. (3) Given the reactants Cl.[N+:2]([C:5]1[CH:10]=[CH:9][C:8]([C:11]2[N:12]=[C:13]([CH:16]3[CH2:21][CH2:20][NH:19][CH2:18][CH2:17]3)[S:14][CH:15]=2)=[CH:7][CH:6]=1)([O-:4])=[O:3].C(N(CC)CC)C.Cl[CH2:30][C:31]([O:33][CH2:34][CH3:35])=[O:32].C(OCC)(=O)C, predict the reaction product. The product is: [N+:2]([C:5]1[CH:6]=[CH:7][C:8]([C:11]2[N:12]=[C:13]([CH:16]3[CH2:21][CH2:20][N:19]([CH2:30][C:31]([O:33][CH2:34][CH3:35])=[O:32])[CH2:18][CH2:17]3)[S:14][CH:15]=2)=[CH:9][CH:10]=1)([O-:4])=[O:3].